Dataset: Forward reaction prediction with 1.9M reactions from USPTO patents (1976-2016). Task: Predict the product of the given reaction. (1) Given the reactants [CH3:1][C:2]([C:6]1[CH:11]=[CH:10][C:9]([CH3:12])=[CH:8][CH:7]=1)([CH3:5])[C:3]#[N:4].C1C(=O)N([Br:20])C(=O)C1, predict the reaction product. The product is: [Br:20][CH2:12][C:9]1[CH:8]=[CH:7][C:6]([C:2]([CH3:1])([CH3:5])[C:3]#[N:4])=[CH:11][CH:10]=1. (2) Given the reactants Cl.[NH2:2][C:3]1[N:4]=[C:5]2[CH:10]=[CH:9][C:8]([O:11][C:12]3[CH:13]=[CH:14][C:15]([CH3:28])=[C:16]([NH:18][C:19]([C:21]4[N:25]([CH3:26])[N:24]=[C:23]([CH3:27])[CH:22]=4)=[O:20])[CH:17]=3)=[N:7][N:6]2[CH:29]=1.[CH:30]1([C:34](Cl)=[O:35])[CH2:33][CH2:32][CH2:31]1, predict the reaction product. The product is: [CH:30]1([C:34]([NH:2][C:3]2[N:4]=[C:5]3[CH:10]=[CH:9][C:8]([O:11][C:12]4[CH:13]=[CH:14][C:15]([CH3:28])=[C:16]([NH:18][C:19]([C:21]5[N:25]([CH3:26])[N:24]=[C:23]([CH3:27])[CH:22]=5)=[O:20])[CH:17]=4)=[N:7][N:6]3[CH:29]=2)=[O:35])[CH2:33][CH2:32][CH2:31]1. (3) Given the reactants I[C:2]1[CH:7]=[CH:6][C:5]([I:8])=[CH:4][CH:3]=1.[C:9]([O:13][CH2:14][CH3:15])(=[O:12])[C:10]#[CH:11], predict the reaction product. The product is: [I:8][C:5]1[CH:6]=[CH:7][C:2]([C:11]#[C:10][C:9]([O:13][CH2:14][CH3:15])=[O:12])=[CH:3][CH:4]=1. (4) Given the reactants [F:1][C:2]1[CH:7]=[CH:6][C:5]([C:8](=[O:10])[CH3:9])=[C:4]([CH3:11])[CH:3]=1.[BH4-].[Na+], predict the reaction product. The product is: [F:1][C:2]1[CH:7]=[CH:6][C:5]([CH:8]([OH:10])[CH3:9])=[C:4]([CH3:11])[CH:3]=1. (5) Given the reactants [Cl:1][C:2]1[N:10]=[C:9]2[C:5]([N:6]=[CH:7][N:8]2[C@@H:11]2[CH2:15][C@H:14]([NH:16][C:17]([CH2:19][O:20][C:21](=[O:23])[CH3:22])=[O:18])[C@@H:13]([OH:24])[C@H:12]2[OH:25])=[C:4]([NH:26][C@H:27]([CH2:35][OH:36])[CH2:28][C:29]2[CH:34]=[CH:33][CH:32]=[CH:31][CH:30]=2)[N:3]=1.N[C@@H](CC1C=CC=CC=1)C[OH:40], predict the reaction product. The product is: [Cl:1][C:2]1[N:10]=[C:9]2[C:5]([N:6]=[CH:7][N:8]2[C@@H:11]2[CH2:15][C@H:14]([NH:16][C:17]([CH2:19][O:20][C:21](=[O:23])[CH3:22])=[O:18])[C@@H:13]([OH:24])[C@H:12]2[OH:25])=[C:4]([NH:26][C@H:27]([CH2:35][OH:36])[CH2:28][C:29]2[CH:34]=[CH:33][C:32]([OH:40])=[CH:31][CH:30]=2)[N:3]=1. (6) Given the reactants [OH:1][C:2]1[CH:3]=[C:4]([CH:9]=[CH:10][CH:11]=1)[C:5]([O:7][CH3:8])=[O:6].[Cl:12][C:13]1[CH:18]=[C:17]([N+:19]([O-:21])=[O:20])[CH:16]=[CH:15][C:14]=1F.C(=O)([O-])[O-].[K+].[K+], predict the reaction product. The product is: [Cl:12][C:13]1[CH:18]=[C:17]([N+:19]([O-:21])=[O:20])[CH:16]=[CH:15][C:14]=1[O:1][C:2]1[CH:3]=[C:4]([CH:9]=[CH:10][CH:11]=1)[C:5]([O:7][CH3:8])=[O:6].